From a dataset of Reaction yield outcomes from USPTO patents with 853,638 reactions. Predict the reaction yield, written as a fraction of the theoretical maximum amount of product (1.0 means a 100% yield; for example, 0.34 means a 34% yield). (1) The reactants are [Cl:1][C:2]1[CH:3]=[C:4]([NH:9][C:10]([NH2:12])=[S:11])[CH:5]=[C:6]([Cl:8])[CH:7]=1.ClCCl.[F:16][C:17]([F:28])([F:27])[C:18](O[C:18](=[O:19])[C:17]([F:28])([F:27])[F:16])=[O:19]. No catalyst specified. The product is [Cl:1][C:2]1[CH:3]=[C:4]([NH:9][C:10]([NH:12][C:18](=[O:19])[C:17]([F:28])([F:27])[F:16])=[S:11])[CH:5]=[C:6]([Cl:8])[CH:7]=1. The yield is 0.640. (2) The reactants are FC(F)(F)C(O)=O.C([O:15][C:16]1[CH:35]=[CH:34][C:19]([CH2:20][C:21]2[O:25][N:24]=[C:23]([C:26]3[C:27]([NH2:33])=[N:28][CH:29]=[C:30]([Cl:32])[CH:31]=3)[CH:22]=2)=[CH:18][CH:17]=1)C1C=CC=CC=1.C1(SC)C=CC=CC=1.C(=O)([O-])O.[Na+]. The catalyst is O. The product is [NH2:33][C:27]1[C:26]([C:23]2[CH:22]=[C:21]([CH2:20][C:19]3[CH:34]=[CH:35][C:16]([OH:15])=[CH:17][CH:18]=3)[O:25][N:24]=2)=[CH:31][C:30]([Cl:32])=[CH:29][N:28]=1. The yield is 0.620.